This data is from Forward reaction prediction with 1.9M reactions from USPTO patents (1976-2016). The task is: Predict the product of the given reaction. Given the reactants [NH2:1][C:2]1[N:3]=[N:4][N:5]([CH2:7][CH3:8])[N:6]=1.[C:9]1([CH:15]([C:19]2[CH:24]=[CH:23][CH:22]=[CH:21][CH:20]=2)[C:16](Cl)=[O:17])[CH:14]=[CH:13][CH:12]=[CH:11][CH:10]=1, predict the reaction product. The product is: [CH2:7]([N:5]1[N:4]=[N:3][C:2]([NH:1][C:16](=[O:17])[CH:15]([C:9]2[CH:14]=[CH:13][CH:12]=[CH:11][CH:10]=2)[C:19]2[CH:24]=[CH:23][CH:22]=[CH:21][CH:20]=2)=[N:6]1)[CH3:8].